From a dataset of Forward reaction prediction with 1.9M reactions from USPTO patents (1976-2016). Predict the product of the given reaction. (1) Given the reactants [CH2:1]([O:3][C:4](=[O:22])[CH:5]=[C:6]([C:13]1[CH:21]=[C:20]2[C:16]([CH:17]=[CH:18][NH:19]2)=[CH:15][CH:14]=1)[C:7]1[CH:8]=[N:9][CH:10]=[CH:11][CH:12]=1)[CH3:2].C(OC(=O)CC(C1C=CC=C2C=1C(C#N)=CN2)C1C=CC=CC=1)C, predict the reaction product. The product is: [CH2:1]([O:3][C:4](=[O:22])[CH2:5][CH:6]([C:13]1[CH:21]=[C:20]2[C:16]([CH:17]=[CH:18][NH:19]2)=[CH:15][CH:14]=1)[C:7]1[CH:8]=[N:9][CH:10]=[CH:11][CH:12]=1)[CH3:2]. (2) Given the reactants [C:1]([O:5][C:6](=[O:25])[NH:7][C@H:8]1[CH2:14][O:13][C:12]2[CH:15]=[C:16]([C:19]([NH:21][NH2:22])=[O:20])[CH:17]=[CH:18][C:11]=2[N:10]([CH3:23])[C:9]1=[O:24])([CH3:4])([CH3:3])[CH3:2].[CH2:26](OC(OCC)(OCC)C)[CH3:27], predict the reaction product. The product is: [C:1]([O:5][C:6](=[O:25])[NH:7][C@H:8]1[CH2:14][O:13][C:12]2[CH:15]=[C:16]([C:19]3[O:20][C:26]([CH3:27])=[N:22][N:21]=3)[CH:17]=[CH:18][C:11]=2[N:10]([CH3:23])[C:9]1=[O:24])([CH3:4])([CH3:2])[CH3:3]. (3) Given the reactants [Br:1][C:2]1[N:3]([CH2:10][C@:11]2([CH3:14])[CH2:13][O:12]2)[CH:4]=[C:5]([N+:7]([O-:9])=[O:8])[N:6]=1.[F:15][C:16]([F:37])([F:36])[O:17][C:18]1[CH:23]=[CH:22][C:21]([N:24]2[CH2:29][CH2:28][CH:27]([N:30]3[CH2:35][CH2:34][NH:33][CH2:32][CH2:31]3)[CH2:26][CH2:25]2)=[CH:20][CH:19]=1, predict the reaction product. The product is: [Br:1][C:2]1[N:3]([CH2:10][C@@:11]([CH3:14])([OH:12])[CH2:13][N:33]2[CH2:34][CH2:35][N:30]([CH:27]3[CH2:26][CH2:25][N:24]([C:21]4[CH:20]=[CH:19][C:18]([O:17][C:16]([F:37])([F:15])[F:36])=[CH:23][CH:22]=4)[CH2:29][CH2:28]3)[CH2:31][CH2:32]2)[CH:4]=[C:5]([N+:7]([O-:9])=[O:8])[N:6]=1. (4) Given the reactants [Cl:1][C:2]1[CH:7]=[CH:6][C:5]([N:8]2[C@@H:12]([C:13]3[CH:18]=[CH:17][CH:16]=[C:15]([C:19]([F:22])([F:21])[F:20])[CH:14]=3)[CH2:11][N:10]([CH2:23][CH2:24][C:25]#[N:26])[C:9]2=[O:27])=[CH:4][CH:3]=1.Cl.[NH2:29][OH:30].C([O-])([O-])=O.[K+].[K+], predict the reaction product. The product is: [Cl:1][C:2]1[CH:7]=[CH:6][C:5]([N:8]2[C@@H:12]([C:13]3[CH:18]=[CH:17][CH:16]=[C:15]([C:19]([F:22])([F:20])[F:21])[CH:14]=3)[CH2:11][N:10]([CH2:23][CH2:24][C:25](=[N:29][OH:30])[NH2:26])[C:9]2=[O:27])=[CH:4][CH:3]=1. (5) The product is: [Cl:19][C:20]1[CH:25]=[CH:24][C:23](/[CH:26]=[CH:27]/[C:28]([N:30]2[CH2:35][CH2:34][CH:33]([C:36]([NH:38][NH:39][C:47](=[O:50])[CH2:48][CH3:49])=[O:37])[CH2:32][CH2:31]2)=[O:29])=[C:22]([CH2:40][N:41]2[N:45]=[N:44][C:43]([CH3:46])=[N:42]2)[CH:21]=1. Given the reactants C(P1(=O)OP(CCC)(=O)OP(CCC)(=O)O1)CC.[Cl:19][C:20]1[CH:25]=[CH:24][C:23](/[CH:26]=[CH:27]/[C:28]([N:30]2[CH2:35][CH2:34][CH:33]([C:36]([NH:38][NH2:39])=[O:37])[CH2:32][CH2:31]2)=[O:29])=[C:22]([CH2:40][N:41]2[N:45]=[N:44][C:43]([CH3:46])=[N:42]2)[CH:21]=1.[C:47](O)(=[O:50])[CH2:48][CH3:49].C(N(CC)CC)C, predict the reaction product. (6) Given the reactants [CH2:1]([O:3][CH:4]([N:6]1[C:10]2[S:11][C:12]([C:14]([O:16]CC)=[O:15])=[CH:13][C:9]=2[C:8]([C:19]2[NH:20][C:21]3[C:26]([CH:27]=2)=[CH:25][CH:24]=[CH:23][CH:22]=3)=[N:7]1)[CH3:5])[CH3:2].[OH-].[Na+], predict the reaction product. The product is: [CH2:1]([O:3][CH:4]([N:6]1[C:10]2[S:11][C:12]([C:14]([OH:16])=[O:15])=[CH:13][C:9]=2[C:8]([C:19]2[NH:20][C:21]3[C:26]([CH:27]=2)=[CH:25][CH:24]=[CH:23][CH:22]=3)=[N:7]1)[CH3:5])[CH3:2]. (7) Given the reactants [Br:1][C:2]1[CH:15]=[CH:14][C:13]2[O:12][C:11]3[C:6](=[N:7][C:8]([Cl:17])=[CH:9][C:10]=3[F:16])[C:5](=O)[C:4]=2[CH:3]=1.[CH3:19][Mg]Cl, predict the reaction product. The product is: [Br:1][C:2]1[CH:15]=[CH:14][C:13]2[O:12][C:11]3[C:6](=[N:7][C:8]([Cl:17])=[CH:9][C:10]=3[F:16])[C:5](=[CH2:19])[C:4]=2[CH:3]=1. (8) Given the reactants [CH2:1]([N:8]1[CH2:12][CH2:11][CH2:10][C@H:9]1[C:13]([OH:15])=O)[C:2]1[CH:7]=[CH:6][CH:5]=[CH:4][CH:3]=1.[ClH:16].[F:17][C:18]1[CH:30]=[CH:29][C:21]([CH:22]=[C:23]2[CH2:28][CH2:27][NH:26][CH2:25][CH2:24]2)=[CH:20][CH:19]=1, predict the reaction product. The product is: [ClH:16].[CH2:1]([N:8]1[CH2:12][CH2:11][CH2:10][C@H:9]1[C:13]([N:26]1[CH2:27][CH2:28][C:23](=[CH:22][C:21]2[CH:20]=[CH:19][C:18]([F:17])=[CH:30][CH:29]=2)[CH2:24][CH2:25]1)=[O:15])[C:2]1[CH:3]=[CH:4][CH:5]=[CH:6][CH:7]=1. (9) Given the reactants [C:1]([O:5][C:6]([N:8]1[CH2:13][CH2:12][CH2:11][CH2:10][CH:9]1[C:14]([OH:16])=O)=[O:7])([CH3:4])([CH3:3])[CH3:2].O.ON1C2C=CC=CC=2N=N1.Cl.[CH3:29][NH:30][O:31][CH3:32].Cl.C(N=C=NCCCN(C)C)C, predict the reaction product. The product is: [CH3:32][O:31][N:30]([CH3:29])[C:14]([CH:9]1[CH2:10][CH2:11][CH2:12][CH2:13][N:8]1[C:6]([O:5][C:1]([CH3:2])([CH3:3])[CH3:4])=[O:7])=[O:16]. (10) Given the reactants [Cl:1][C:2]1[CH:3]=[CH:4][C:5]([OH:25])=[C:6]([CH2:8][N:9]2[C:13]([CH3:14])=[CH:12][C:11]([NH:15][C:16](=[O:24])[CH2:17][C:18]3[CH:23]=[CH:22][CH:21]=[CH:20][CH:19]=3)=[N:10]2)[CH:7]=1.C(=O)([O-])[O-].[K+].[K+].[F:32][C:33]1[CH:40]=[CH:39][CH:38]=[CH:37][C:34]=1[CH2:35]Br, predict the reaction product. The product is: [Cl:1][C:2]1[CH:3]=[CH:4][C:5]([O:25][CH2:35][C:34]2[CH:37]=[CH:38][CH:39]=[CH:40][C:33]=2[F:32])=[C:6]([CH2:8][N:9]2[C:13]([CH3:14])=[CH:12][C:11]([NH:15][C:16](=[O:24])[CH2:17][C:18]3[CH:19]=[CH:20][CH:21]=[CH:22][CH:23]=3)=[N:10]2)[CH:7]=1.